Dataset: Reaction yield outcomes from USPTO patents with 853,638 reactions. Task: Predict the reaction yield, written as a fraction of the theoretical maximum amount of product (1.0 means a 100% yield; for example, 0.34 means a 34% yield). (1) The reactants are [CH3:1][O:2][C:3](=[O:12])[C:4]1[CH:9]=[CH:8][CH:7]=[C:6]([CH2:10]Br)[CH:5]=1.[C-:13]#[N:14].[Na+]. The catalyst is CN(C=O)C.O. The product is [CH3:1][O:2][C:3](=[O:12])[C:4]1[CH:9]=[CH:8][CH:7]=[C:6]([CH2:10][C:13]#[N:14])[CH:5]=1. The yield is 0.700. (2) The reactants are [Cl:1][C:2]1[N:3]=[C:4]([C:9]([NH:11][C:12]2[CH:13]=[C:14]3[C:18](=[CH:19][CH:20]=2)[CH2:17][N:16]([C:21](OC(C)(C)C)=[O:22])[CH2:15]3)=[O:10])[NH:5][C:6]=1[CH2:7][CH3:8].Cl.C(OCC)(=O)C.[CH2:35]([O:37][C:38]([C@@H:40]1[CH2:42][C@H:41]1C(O)=O)=[O:39])[CH3:36].CCN=C=NCCCN(C)C. The catalyst is ClCCl.CO.CN(C1C=CN=CC=1)C. The product is [Cl:1][C:2]1[N:3]=[C:4]([C:9]([NH:11][C:12]2[CH:13]=[C:14]3[C:18](=[CH:19][CH:20]=2)[CH2:17][N:16]([C:21]([C@@H:41]2[CH2:42][C@H:40]2[C:38]([O:37][CH2:35][CH3:36])=[O:39])=[O:22])[CH2:15]3)=[O:10])[NH:5][C:6]=1[CH2:7][CH3:8]. The yield is 0.650. (3) The reactants are [Cl:1][C:2]1[CH:10]=[C:9]([N+]([O-])=O)[C:8]([N+:14]([O-:16])=[O:15])=[CH:7][C:3]=1[C:4]([OH:6])=[O:5].[OH-:17].[K+].Cl.[CH3:20]O. The catalyst is O. The product is [Cl:1][C:2]1[CH:10]=[C:9]([O:17][CH3:20])[C:8]([N+:14]([O-:16])=[O:15])=[CH:7][C:3]=1[C:4]([OH:6])=[O:5]. The yield is 0.660. (4) The reactants are [OH:1][C@@H:2]1[CH2:7][CH2:6][C@H:5]([CH2:8][N:9]2[C:17]3[C:16]([O:18][CH3:19])=[N:15][C:14]([N:20]4[CH:24]=[C:23]([C:25]([O:27][CH2:28][CH3:29])=[O:26])[CH:22]=[N:21]4)=[N:13][C:12]=3[CH:11]=[N:10]2)[CH2:4][CH2:3]1.[CH3:30][C:31]1[CH:36]=[CH:35][C:34](O)=[CH:33][CH:32]=1.C1(P(C2C=CC=CC=2)C2C=CC=CC=2)C=CC=CC=1.N(C(OC(C)C)=O)=NC(OC(C)C)=O. The catalyst is O1CCCC1. The product is [CH3:19][O:18][C:16]1[C:17]2[N:9]([CH2:8][C@H:5]3[CH2:6][CH2:7][C@H:2]([O:1][C:34]4[CH:35]=[CH:36][C:31]([CH3:30])=[CH:32][CH:33]=4)[CH2:3][CH2:4]3)[N:10]=[CH:11][C:12]=2[N:13]=[C:14]([N:20]2[CH:24]=[C:23]([C:25]([O:27][CH2:28][CH3:29])=[O:26])[CH:22]=[N:21]2)[N:15]=1. The yield is 0.400. (5) The reactants are [C:1]([O:5][C:6]([N:8]1[CH2:12][CH2:11][CH2:10][CH:9]1[C:13]1[NH:14][C:15]([C:18]2[CH:27]=[CH:26][C:25]3[C:20](=[CH:21][CH:22]=[C:23]([C:28]4[CH:33]=[CH:32][C:31]([C:34]5[NH:35][C:36]([CH:39]6[CH2:43][CH2:42][CH2:41][N:40]6[C:44](=[O:57])[CH:45]([NH:52][C:53]([O:55][CH3:56])=[O:54])[CH:46]6[CH2:51][CH2:50]O[CH2:48][CH2:47]6)=[N:37][CH:38]=5)=[CH:30][CH:29]=4)[CH:24]=3)[CH:19]=2)=[CH:16][N:17]=1)=[O:7])([CH3:4])([CH3:3])[CH3:2].[C:58](=O)([O-])[O-].[K+].[K+].COC(NC(C1C=CC=CC=1)C(O)=O)=O.P([O-])([O-])([O-])=O.[K+].[K+].[K+].CCOC(C(C#N)=NOC(N1CCOCC1)=[N+](C)C)=O.F[P-](F)(F)(F)(F)F. The catalyst is CCO.[Pd].C(Cl)Cl. The product is [C:1]([O:5][C:6]([N:8]1[CH2:12][CH2:11][CH2:10][CH:9]1[C:13]1[NH:14][C:15]([C:18]2[CH:27]=[CH:26][C:25]3[C:20](=[CH:21][CH:22]=[C:23]([C:28]4[CH:29]=[CH:30][C:31]([C:34]5[NH:35][C:36]([CH:39]6[CH2:43][CH2:42][CH2:41][N:40]6[C:44](=[O:57])[CH:45]([NH:52][C:53]([O:55][CH3:56])=[O:54])[C:46]6[CH:51]=[CH:50][CH:58]=[CH:48][CH:47]=6)=[N:37][CH:38]=5)=[CH:32][CH:33]=4)[CH:24]=3)[CH:19]=2)=[CH:16][N:17]=1)=[O:7])([CH3:4])([CH3:2])[CH3:3]. The yield is 0.740. (6) The reactants are C(OC(=O)[NH:7][CH2:8][C:9]1[CH:14]=[CH:13][C:12]([C:15]([N:17]2[CH2:26][CH2:25][C:24]3[N:23]=[C:22]([CH3:27])[O:21][C:20]=3[C:19]3[CH:28]=[CH:29][CH:30]=[CH:31][C:18]2=3)=[O:16])=[CH:11][C:10]=1[CH3:32])(C)(C)C.[ClH:34].O1CCOCC1. The catalyst is CO. The product is [ClH:34].[NH2:7][CH2:8][C:9]1[CH:14]=[CH:13][C:12]([C:15]([N:17]2[CH2:26][CH2:25][C:24]3[N:23]=[C:22]([CH3:27])[O:21][C:20]=3[C:19]3[CH:28]=[CH:29][CH:30]=[CH:31][C:18]2=3)=[O:16])=[CH:11][C:10]=1[CH3:32]. The yield is 1.00. (7) The reactants are [H-].[Al+3].[Li+].[H-].[H-].[H-].[Cl:7][C:8]1[N:16]=[CH:15][CH:14]=[CH:13][C:9]=1[C:10](O)=[O:11].[OH-].[Na+]. The catalyst is C1COCC1. The product is [Cl:7][C:8]1[C:9]([CH2:10][OH:11])=[CH:13][CH:14]=[CH:15][N:16]=1. The yield is 0.680. (8) The reactants are [F:1][C:2]1[CH:10]=[C:9]([N+:11]([O-:13])=[O:12])[CH:8]=[CH:7][C:3]=1[C:4](O)=[O:5].Cl.[CH3:15][NH:16][CH3:17].C1C=CC2N(O)N=NC=2C=1.CCN=C=NCCCN(C)C.Cl. The catalyst is CN(C=O)C. The product is [F:1][C:2]1[CH:10]=[C:9]([N+:11]([O-:13])=[O:12])[CH:8]=[CH:7][C:3]=1[C:4]([N:16]([CH3:17])[CH3:15])=[O:5]. The yield is 0.810. (9) The reactants are [F:1][CH:2]([F:12])[O:3][CH2:4][C@@H:5]1[CH2:8][CH2:7][C@H:6]1C(O)=O.C1C=CC(P([N:27]=[N+]=[N-])(C2C=CC=CC=2)=O)=CC=1.[Cl:30][C:31]1[CH:32]=[C:33]([C:38]2[C:46]([C:47]([NH2:49])=[O:48])=[C:41]3[CH2:42][NH:43][CH2:44][CH2:45][N:40]3[N:39]=2)[CH:34]=[CH:35][C:36]=1[F:37].C1[CH2:54][O:53]CC1. The catalyst is C1(C)C=CC=CC=1.C(OCC)(=O)C. The product is [Cl:30][C:31]1[CH:32]=[C:33]([C:38]2[C:46]([C:47]([NH2:49])=[O:48])=[C:41]3[CH2:42][N:43]([C:54]([NH:27][C@@H:6]4[CH2:7][CH2:8][C@H:5]4[CH2:4][O:3][CH:2]([F:1])[F:12])=[O:53])[CH2:44][CH2:45][N:40]3[N:39]=2)[CH:34]=[CH:35][C:36]=1[F:37]. The yield is 0.200. (10) The reactants are [CH3:1][N:2]1[C:7]([C:8]([F:11])([F:10])[F:9])=[CH:6][C:5](=[O:12])[N:4]([C:13]2[CH:14]=[CH:15][C:16]3[S:20][N:19]=[C:18]([C:21]([NH:23][CH:24]([CH2:28]O)[CH:25]([CH3:27])[CH3:26])=[O:22])[C:17]=3[CH:30]=2)[C:3]1=[O:31].S(Cl)([Cl:34])=O. The catalyst is C(OCC)C. The product is [Cl:34][CH2:28][CH:24]([NH:23][C:21]([C:18]1[C:17]2[CH:30]=[C:13]([N:4]3[C:5](=[O:12])[CH:6]=[C:7]([C:8]([F:11])([F:10])[F:9])[N:2]([CH3:1])[C:3]3=[O:31])[CH:14]=[CH:15][C:16]=2[S:20][N:19]=1)=[O:22])[CH:25]([CH3:27])[CH3:26]. The yield is 0.898.